Task: Predict the reactants needed to synthesize the given product.. Dataset: Full USPTO retrosynthesis dataset with 1.9M reactions from patents (1976-2016) Given the product [Br:1][C:2]1[CH:7]=[C:6]([C:8]([NH:10][NH:11][C:14]([NH:13][C:28]2[CH:29]=[CH:30][C:25]([S:22]([N:16]3[CH2:17][CH2:18][CH2:19][CH2:20][CH2:21]3)(=[O:24])=[O:23])=[CH:26][CH:27]=2)=[S:15])=[O:9])[CH:5]=[CH:4][C:3]=1[Cl:12], predict the reactants needed to synthesize it. The reactants are: [Br:1][C:2]1[CH:7]=[C:6]([C:8]([NH:10][NH2:11])=[O:9])[CH:5]=[CH:4][C:3]=1[Cl:12].[N-:13]=[C:14]=[S:15].[N:16]1([S:22]([C:25]2[CH:30]=[CH:29][CH:28]=[CH:27][CH:26]=2)(=[O:24])=[O:23])[CH2:21][CH2:20][CH2:19][CH2:18][CH2:17]1.